Dataset: Full USPTO retrosynthesis dataset with 1.9M reactions from patents (1976-2016). Task: Predict the reactants needed to synthesize the given product. (1) The reactants are: [F:1][C:2]([F:16])([F:15])[CH2:3][O:4][C:5]1[C:14]2[C:9](=[CH:10][CH:11]=[CH:12][CH:13]=2)[CH:8]=[CH:7][CH:6]=1.[CH2:17]1[S:21](=O)[CH2:20][CH2:19][CH2:18]1.C(OC(C)C)(C)C.C([NH+](CC)CC)C.[C:37]12([C:47]([O:49][C:50]([C:60]([F:63])([F:62])[F:61])([C:56]([F:59])([F:58])[F:57])[CH2:51][S:52]([O-:55])(=[O:54])=[O:53])=[O:48])[CH2:46][CH:41]3[CH2:42][CH:43]([CH2:45][CH:39]([CH2:40]3)[CH2:38]1)[CH2:44]2. Given the product [F:1][C:2]([F:15])([F:16])[CH2:3][O:4][C:5]1[C:14]2[C:9](=[CH:10][CH:11]=[CH:12][CH:13]=2)[C:8]([S+:21]2[CH2:17][CH2:18][CH2:19][CH2:20]2)=[CH:7][CH:6]=1.[C:37]12([C:47]([O:49][C:50]([C:60]([F:63])([F:61])[F:62])([C:56]([F:57])([F:58])[F:59])[CH2:51][S:52]([O-:55])(=[O:53])=[O:54])=[O:48])[CH2:46][CH:41]3[CH2:42][CH:43]([CH2:45][CH:39]([CH2:40]3)[CH2:38]1)[CH2:44]2, predict the reactants needed to synthesize it. (2) The reactants are: [Cl:1][C:2]1[CH:7]=[CH:6][CH:5]=[CH:4][C:3]=1[CH2:8][C:9](=[O:11])[CH3:10].C1C=C[NH+]=CC=1.[O-:18][Cr](Cl)(=O)=O.N1C=CC=CC=1. Given the product [Cl:1][C:2]1[CH:7]=[CH:6][CH:5]=[CH:4][C:3]=1[C:8](=[O:18])[C:9](=[O:11])[CH3:10], predict the reactants needed to synthesize it.